From a dataset of Reaction yield outcomes from USPTO patents with 853,638 reactions. Predict the reaction yield, written as a fraction of the theoretical maximum amount of product (1.0 means a 100% yield; for example, 0.34 means a 34% yield). (1) The reactants are [CH3:1][S:2](Cl)(=[O:4])=[O:3].[NH2:6][C:7]1[CH:12]=[CH:11][C:10]([C:13]2[N:17]([CH3:18])[C:16]([C:19]#[N:20])=[CH:15][CH:14]=2)=[CH:9][C:8]=1[O:21][C:22]([F:25])([F:24])[F:23]. The yield is 0.500. The product is [C:19]([C:16]1[N:17]([CH3:18])[C:13]([C:10]2[CH:11]=[CH:12][C:7]([NH:6][S:2]([CH3:1])(=[O:4])=[O:3])=[C:8]([O:21][C:22]([F:24])([F:25])[F:23])[CH:9]=2)=[CH:14][CH:15]=1)#[N:20]. The catalyst is N1C=CC=CC=1. (2) The reactants are [CH3:1][N:2]([CH3:11])[C:3]([CH:5]1[CH2:10][CH2:9][NH:8][CH2:7][CH2:6]1)=[O:4].[Cl:12][C:13]1[CH:14]=[N:15][CH:16]=[C:17]([Cl:20])[C:18]=1Cl.C(N(CC)CC)C. The catalyst is CN1C(=O)CCC1. The product is [Cl:12][C:13]1[CH:14]=[N:15][CH:16]=[C:17]([Cl:20])[C:18]=1[N:8]1[CH2:7][CH2:6][CH:5]([C:3]([N:2]([CH3:11])[CH3:1])=[O:4])[CH2:10][CH2:9]1. The yield is 0.800. (3) The reactants are [Cl:1][C:2]1[CH:3]=[C:4]([C:9]2([C:28]([F:31])([F:30])[F:29])[O:13][N:12]=[C:11]([C:14]3[CH:19]=[CH:18][C:17]([N:20]4[CH:24]=[N:23][CH:22]=[N:21]4)=[C:16]([N+:25]([O-])=O)[CH:15]=3)[CH2:10]2)[CH:5]=[C:6]([Cl:8])[CH:7]=1.Cl.O.C(=O)([O-])[O-].[K+].[K+]. The catalyst is C(O)C.C(OCC)(=O)C. The product is [Cl:1][C:2]1[CH:3]=[C:4]([C:9]2([C:28]([F:31])([F:29])[F:30])[O:13][N:12]=[C:11]([C:14]3[CH:19]=[CH:18][C:17]([N:20]4[CH:24]=[N:23][CH:22]=[N:21]4)=[C:16]([CH:15]=3)[NH2:25])[CH2:10]2)[CH:5]=[C:6]([Cl:8])[CH:7]=1. The yield is 0.730. (4) The reactants are [Cl:1][C:2]1[N:3]=[CH:4][N:5]([C:7]2[CH:12]=[CH:11][C:10]([N+:13]([O-])=O)=[CH:9][N:8]=2)[CH:6]=1.O.O.[Sn](Cl)Cl. The catalyst is CO. The product is [Cl:1][C:2]1[N:3]=[CH:4][N:5]([C:7]2[N:8]=[CH:9][C:10]([NH2:13])=[CH:11][CH:12]=2)[CH:6]=1. The yield is 0.650. (5) The reactants are [NH2:1][C:2]1[CH:3]=[CH:4][C:5]([C:8]([O:10][CH2:11][CH3:12])=[O:9])=[N:6][CH:7]=1.[C:13](O[C:13]([O:15][C:16]([CH3:19])([CH3:18])[CH3:17])=[O:14])([O:15][C:16]([CH3:19])([CH3:18])[CH3:17])=[O:14]. The catalyst is CC(O)(C)C.CC(C)=O.CN(C1C=CN=CC=1)C. The product is [C:16]([O:15][C:13]([NH:1][C:2]1[CH:3]=[CH:4][C:5]([C:8]([O:10][CH2:11][CH3:12])=[O:9])=[N:6][CH:7]=1)=[O:14])([CH3:19])([CH3:18])[CH3:17]. The yield is 0.530.